Predict the product of the given reaction. From a dataset of Forward reaction prediction with 1.9M reactions from USPTO patents (1976-2016). (1) Given the reactants [N:1]12[CH2:8][CH2:7][C:4]([C:9]([C:17]3[CH:22]=[CH:21][CH:20]=[CH:19][CH:18]=3)([C:11]3[CH:16]=[CH:15][CH:14]=[CH:13][CH:12]=3)[OH:10])([CH2:5][CH2:6]1)[CH2:3][CH2:2]2.[F:23][C:24]1[CH:29]=[CH:28][CH:27]=[CH:26][C:25]=1[O:30][CH2:31][CH2:32][CH2:33][Br:34], predict the reaction product. The product is: [Br-:34].[F:23][C:24]1[CH:29]=[CH:28][CH:27]=[CH:26][C:25]=1[O:30][CH2:31][CH2:32][CH2:33][N+:1]12[CH2:6][CH2:5][C:4]([C:9]([OH:10])([C:17]3[CH:22]=[CH:21][CH:20]=[CH:19][CH:18]=3)[C:11]3[CH:12]=[CH:13][CH:14]=[CH:15][CH:16]=3)([CH2:3][CH2:2]1)[CH2:7][CH2:8]2. (2) Given the reactants Cl[C:2]1[N:7]=[C:6]([NH:8][C@H:9]([C:11]2[CH:12]=[C:13]([NH:17][C:18](=[O:29])[C:19]3[CH:24]=[CH:23][CH:22]=[C:21]([C:25]([F:28])([F:27])[F:26])[CH:20]=3)[CH:14]=[CH:15][CH:16]=2)[CH3:10])[CH:5]=[N:4][CH:3]=1.[OH:30][CH2:31][C:32]1[CH:37]=[CH:36][C:35](B(O)O)=[CH:34][CH:33]=1.C(=O)([O-])[O-].[Na+].[Na+].[Cl-].[Na+].O.O, predict the reaction product. The product is: [OH:30][CH2:31][C:32]1[CH:37]=[CH:36][C:35]([C:2]2[N:7]=[C:6]([NH:8][C@H:9]([C:11]3[CH:12]=[C:13]([NH:17][C:18](=[O:29])[C:19]4[CH:24]=[CH:23][CH:22]=[C:21]([C:25]([F:28])([F:27])[F:26])[CH:20]=4)[CH:14]=[CH:15][CH:16]=3)[CH3:10])[CH:5]=[N:4][CH:3]=2)=[CH:34][CH:33]=1. (3) Given the reactants [C:1]1([CH:9]=[CH:10][C:11]2[CH:17]=[CH:16][C:14]([OH:15])=[CH:13][CH:12]=2)[CH:8]=[C:6]([OH:7])[CH:5]=[C:3]([OH:4])[CH:2]=1.CS(C)=O.CCN(C1C=CC2N=C3C(OC=2C=1)=CC(=O)C1C3=CC=CC=1)CC.[C:46]([NH2:54])(=[O:53])[C:47]1[CH:52]=[CH:51][CH:50]=[N:49][CH:48]=1, predict the reaction product. The product is: [C:1]1([CH:9]=[CH:10][C:11]2[CH:17]=[CH:16][C:14]([OH:15])=[CH:13][CH:12]=2)[CH:8]=[C:6]([OH:7])[CH:5]=[C:3]([OH:4])[CH:2]=1.[C:46]([NH2:54])(=[O:53])[C:47]1[CH:52]=[CH:51][CH:50]=[N:49][CH:48]=1. (4) Given the reactants C(OC(=O)[NH:7][CH:8]([CH:18]([OH:34])[CH2:19][NH:20][C:21]1([C:24]2[N:25]=[C:26]([CH2:29][C:30]([CH3:33])([CH3:32])[CH3:31])[S:27][CH:28]=2)[CH2:23][CH2:22]1)[CH2:9][C:10]1[CH:15]=[C:14]([F:16])[CH:13]=[C:12]([F:17])[CH:11]=1)(C)(C)C.Cl.O1CCOCC1, predict the reaction product. The product is: [NH2:7][CH:8]([CH2:9][C:10]1[CH:11]=[C:12]([F:17])[CH:13]=[C:14]([F:16])[CH:15]=1)[CH:18]([OH:34])[CH2:19][NH:20][C:21]1([C:24]2[N:25]=[C:26]([CH2:29][C:30]([CH3:32])([CH3:31])[CH3:33])[S:27][CH:28]=2)[CH2:22][CH2:23]1. (5) Given the reactants C(O[C:6](=[O:35])[NH:7][C@H:8]([C:13](=[O:34])[NH:14][CH:15]1[CH2:21][C:20]([CH3:23])([CH3:22])[CH2:19][N:18]([S:24]([C:27]2[CH:32]=[CH:31][CH:30]=[CH:29][N:28]=2)(=[O:26])=[O:25])[CH2:17][CH:16]1[OH:33])[CH2:9][CH:10]([CH3:12])[CH3:11])(C)(C)C.Cl.O1CCOCC1.Cl.[O:44]1[C:48]2[CH:49]=[CH:50][CH:51]=[CH:52][C:47]=2[CH:46]=[C:45]1C(O)=O.CN(C(ON1N=NC2C=CC=CC1=2)=[N+](C)C)C.F[P-](F)(F)(F)(F)F.CN1CCOCC1, predict the reaction product. The product is: [CH3:22][C:20]1([CH3:23])[CH2:19][N:18]([S:24]([C:27]2[CH:32]=[CH:31][CH:30]=[CH:29][N:28]=2)(=[O:25])=[O:26])[CH2:17][C:16](=[O:33])[CH:15]([NH:14][C:13]([C@@H:8]([NH:7][C:6]([C:45]2[O:44][C:48]3[CH:49]=[CH:50][CH:51]=[CH:52][C:47]=3[CH:46]=2)=[O:35])[CH2:9][CH:10]([CH3:12])[CH3:11])=[O:34])[CH2:21]1. (6) Given the reactants [CH3:1][Mg]Br.[F:4][C:5]1[CH:12]=[CH:11][C:10]([C:13]2[C:14]([C:18]3[CH:23]=[CH:22][CH:21]=[C:20]([CH3:24])[N:19]=3)=[N:15][NH:16][CH:17]=2)=[CH:9][C:6]=1C#N.Cl.[C:26](=[O:29])([O-])[O-].[Na+].[Na+], predict the reaction product. The product is: [F:4][C:5]1[CH:6]=[CH:9][C:10]([C:13]2[C:14]([C:18]3[CH:23]=[CH:22][CH:21]=[C:20]([CH3:24])[N:19]=3)=[N:15][NH:16][CH:17]=2)=[CH:11][C:12]=1[C:26](=[O:29])[CH3:1]. (7) Given the reactants C[O:2][C:3](=[O:32])[CH2:4][O:5][C:6]1[CH:14]=[C:13]2[CH2:15][CH2:16][CH2:17][C:12]2=[C:11]2[C:7]=1[C:8]([C:27](=[O:31])[C:28]([NH2:30])=[O:29])=[C:9]([CH3:26])[N:10]2[CH2:18][C:19]1[CH:24]=[CH:23][CH:22]=[CH:21][C:20]=1[Br:25].[OH-].[Li+].Cl, predict the reaction product. The product is: [NH2:30][C:28](=[O:29])[C:27]([C:8]1[C:7]2[C:11](=[C:12]3[CH2:17][CH2:16][CH2:15][C:13]3=[CH:14][C:6]=2[O:5][CH2:4][C:3]([OH:32])=[O:2])[N:10]([CH2:18][C:19]2[CH:24]=[CH:23][CH:22]=[CH:21][C:20]=2[Br:25])[C:9]=1[CH3:26])=[O:31]. (8) The product is: [Cl:1][C:2]1[C:3]2[CH:20]=[CH:19][N:18]([CH2:30][CH2:31][N:32]3[CH2:37][CH2:36][O:35][CH2:34][CH2:33]3)[C:4]=2[N:5]=[C:6]([S:8]([C:11]2[CH:12]=[CH:13][C:14]([F:17])=[CH:15][CH:16]=2)(=[O:9])=[O:10])[N:7]=1. Given the reactants [Cl:1][C:2]1[C:3]2[CH:20]=[CH:19][NH:18][C:4]=2[N:5]=[C:6]([S:8]([C:11]2[CH:16]=[CH:15][C:14]([F:17])=[CH:13][CH:12]=2)(=[O:10])=[O:9])[N:7]=1.CC(C)([O-])C.[K+].[I-].[Na+].Cl[CH2:30][CH2:31][N:32]1[CH2:37][CH2:36][O:35][CH2:34][CH2:33]1, predict the reaction product. (9) Given the reactants [F:1][C:2]([F:32])([F:31])[C:3]1[CH:4]=[C:5]([CH:13]2[O:17][C:16](=[O:18])[N:15]([CH2:19][C:20]3[CH:25]=[C:24]([C:26]([F:29])([F:28])[F:27])[CH:23]=[CH:22][C:21]=3I)[CH2:14]2)[CH:6]=[C:7]([C:9]([F:12])([F:11])[F:10])[CH:8]=1.[CH:33]([C:35]1[CH:36]=[CH:37][C:38]([O:44][CH3:45])=[C:39](B(O)O)[CH:40]=1)=[O:34].C(=O)([O-])[O-].[Na+].[Na+], predict the reaction product. The product is: [F:1][C:2]([F:32])([F:31])[C:3]1[CH:4]=[C:5]([CH:13]2[O:17][C:16](=[O:18])[N:15]([CH2:19][C:20]3[CH:25]=[C:24]([C:26]([F:29])([F:28])[F:27])[CH:23]=[CH:22][C:21]=3[C:37]3[C:38]([O:44][CH3:45])=[CH:39][CH:40]=[C:35]([CH:33]=[O:34])[CH:36]=3)[CH2:14]2)[CH:6]=[C:7]([C:9]([F:12])([F:11])[F:10])[CH:8]=1.